Dataset: Full USPTO retrosynthesis dataset with 1.9M reactions from patents (1976-2016). Task: Predict the reactants needed to synthesize the given product. Given the product [C@H:26]1([NH:25][C:8]2[CH:7]=[CH:6][C:5]3[C:10](=[CH:11][CH:12]=[CH:13][C:4]=3[NH:1][S:21]([C:19]3[S:20][C:16]([Cl:15])=[CH:17][CH:18]=3)(=[O:23])=[O:22])[N:9]=2)[C:34]2[C:29](=[CH:30][CH:31]=[CH:32][CH:33]=2)[CH2:28][CH2:27]1, predict the reactants needed to synthesize it. The reactants are: [N+:1]([C:4]1[CH:13]=[CH:12][CH:11]=[C:10]2[C:5]=1[CH:6]=[CH:7][C:8](Cl)=[N:9]2)([O-])=O.[Cl:15][C:16]1[S:20][C:19]([S:21](Cl)(=[O:23])=[O:22])=[CH:18][CH:17]=1.[NH2:25][C@H:26]1[C:34]2[C:29](=[CH:30][CH:31]=[CH:32][CH:33]=2)[CH2:28][CH2:27]1.